Regression. Given two drug SMILES strings and cell line genomic features, predict the synergy score measuring deviation from expected non-interaction effect. From a dataset of NCI-60 drug combinations with 297,098 pairs across 59 cell lines. (1) Drug 1: CN1C(=O)N2C=NC(=C2N=N1)C(=O)N. Drug 2: C1CNP(=O)(OC1)N(CCCl)CCCl. Cell line: LOX IMVI. Synergy scores: CSS=0.674, Synergy_ZIP=-0.631, Synergy_Bliss=0.902, Synergy_Loewe=-2.92, Synergy_HSA=-0.598. (2) Drug 2: CCN(CC)CCCC(C)NC1=C2C=C(C=CC2=NC3=C1C=CC(=C3)Cl)OC. Synergy scores: CSS=20.1, Synergy_ZIP=-3.50, Synergy_Bliss=1.92, Synergy_Loewe=-8.53, Synergy_HSA=3.53. Cell line: MDA-MB-435. Drug 1: CS(=O)(=O)OCCCCOS(=O)(=O)C. (3) Drug 1: C1C(C(OC1N2C=NC3=C(N=C(N=C32)Cl)N)CO)O. Drug 2: CC12CCC3C(C1CCC2O)C(CC4=C3C=CC(=C4)O)CCCCCCCCCS(=O)CCCC(C(F)(F)F)(F)F. Cell line: HCC-2998. Synergy scores: CSS=56.4, Synergy_ZIP=5.31, Synergy_Bliss=3.16, Synergy_Loewe=-30.4, Synergy_HSA=2.90. (4) Drug 1: C1=CC(=CC=C1CCCC(=O)O)N(CCCl)CCCl. Drug 2: CC1=C2C(C(=O)C3(C(CC4C(C3C(C(C2(C)C)(CC1OC(=O)C(C(C5=CC=CC=C5)NC(=O)OC(C)(C)C)O)O)OC(=O)C6=CC=CC=C6)(CO4)OC(=O)C)O)C)O. Cell line: HCT-15. Synergy scores: CSS=7.43, Synergy_ZIP=-6.07, Synergy_Bliss=-1.22, Synergy_Loewe=-1.82, Synergy_HSA=-1.75. (5) Drug 1: CC12CCC(CC1=CCC3C2CCC4(C3CC=C4C5=CN=CC=C5)C)O. Drug 2: C1=NC2=C(N1)C(=S)N=CN2. Cell line: MCF7. Synergy scores: CSS=8.89, Synergy_ZIP=-11.1, Synergy_Bliss=-13.3, Synergy_Loewe=-16.9, Synergy_HSA=-12.3. (6) Drug 1: COC1=C(C=C2C(=C1)N=CN=C2NC3=CC(=C(C=C3)F)Cl)OCCCN4CCOCC4. Drug 2: CC1=C(C(CCC1)(C)C)C=CC(=CC=CC(=CC(=O)O)C)C. Cell line: U251. Synergy scores: CSS=7.17, Synergy_ZIP=-2.01, Synergy_Bliss=2.22, Synergy_Loewe=-4.51, Synergy_HSA=-3.19. (7) Drug 1: CC1=C2C(C(=O)C3(C(CC4C(C3C(C(C2(C)C)(CC1OC(=O)C(C(C5=CC=CC=C5)NC(=O)C6=CC=CC=C6)O)O)OC(=O)C7=CC=CC=C7)(CO4)OC(=O)C)O)C)OC(=O)C. Drug 2: C1=NNC2=C1C(=O)NC=N2. Cell line: SF-539. Synergy scores: CSS=13.0, Synergy_ZIP=0.560, Synergy_Bliss=0.395, Synergy_Loewe=-57.6, Synergy_HSA=0.444. (8) Drug 1: COC1=C2C(=CC3=C1OC=C3)C=CC(=O)O2. Drug 2: CCC1(C2=C(COC1=O)C(=O)N3CC4=CC5=C(C=CC(=C5CN(C)C)O)N=C4C3=C2)O.Cl. Cell line: KM12. Synergy scores: CSS=-12.3, Synergy_ZIP=-2.63, Synergy_Bliss=-16.5, Synergy_Loewe=-66.8, Synergy_HSA=-30.5. (9) Drug 1: C1CN(CCN1C(=O)CCBr)C(=O)CCBr. Drug 2: CC1C(C(CC(O1)OC2CC(CC3=C2C(=C4C(=C3O)C(=O)C5=CC=CC=C5C4=O)O)(C(=O)C)O)N)O. Cell line: CCRF-CEM. Synergy scores: CSS=43.2, Synergy_ZIP=-5.84, Synergy_Bliss=-7.93, Synergy_Loewe=-5.00, Synergy_HSA=-1.86. (10) Drug 1: CC1CCC2CC(C(=CC=CC=CC(CC(C(=O)C(C(C(=CC(C(=O)CC(OC(=O)C3CCCCN3C(=O)C(=O)C1(O2)O)C(C)CC4CCC(C(C4)OC)OCCO)C)C)O)OC)C)C)C)OC. Drug 2: CC12CCC3C(C1CCC2OP(=O)(O)O)CCC4=C3C=CC(=C4)OC(=O)N(CCCl)CCCl.[Na+]. Cell line: SNB-19. Synergy scores: CSS=42.9, Synergy_ZIP=4.11, Synergy_Bliss=7.80, Synergy_Loewe=-3.83, Synergy_HSA=7.55.